Dataset: Reaction yield outcomes from USPTO patents with 853,638 reactions. Task: Predict the reaction yield, written as a fraction of the theoretical maximum amount of product (1.0 means a 100% yield; for example, 0.34 means a 34% yield). (1) The reactants are [C:1]([C:3]1[CH:8]=[CH:7][CH:6]=[CH:5][CH:4]=1)#[CH:2].C(N(CC)CC)C.Br[C:17]1[CH:38]=[CH:37][C:20]([C:21]([NH:23][S:24]([C:27]2[CH:32]=[CH:31][CH:30]=[CH:29][C:28]=2[S:33](=[O:36])(=[O:35])[NH2:34])(=[O:26])=[O:25])=[O:22])=[CH:19][C:18]=1[O:39][CH3:40]. The catalyst is CN(C)C=O.C1C=CC([P]([Pd]([P](C2C=CC=CC=2)(C2C=CC=CC=2)C2C=CC=CC=2)([P](C2C=CC=CC=2)(C2C=CC=CC=2)C2C=CC=CC=2)[P](C2C=CC=CC=2)(C2C=CC=CC=2)C2C=CC=CC=2)(C2C=CC=CC=2)C2C=CC=CC=2)=CC=1.[Cu]I. The product is [CH3:40][O:39][C:18]1[CH:19]=[C:20]([CH:37]=[CH:38][C:17]=1[C:2]#[C:1][C:3]1[CH:8]=[CH:7][CH:6]=[CH:5][CH:4]=1)[C:21]([NH:23][S:24]([C:27]1[CH:32]=[CH:31][CH:30]=[CH:29][C:28]=1[S:33](=[O:36])(=[O:35])[NH2:34])(=[O:26])=[O:25])=[O:22]. The yield is 0.380. (2) The reactants are [NH2:1][C:2]1[C:7]([F:8])=[CH:6][N:5]([S:9]([C:12]2[CH:18]=[CH:17][C:15]([CH3:16])=[CH:14][CH:13]=2)(=[O:11])=[O:10])[C:4](=[O:19])[N:3]=1.[CH3:20]I.[O-]S([O-])(=S)=O.[Na+].[Na+]. The catalyst is CN(C=O)C.CC#N. The product is [F:8][C:7]1[C:2](=[NH:1])[N:3]([CH3:20])[C:4](=[O:19])[N:5]([S:9]([C:12]2[CH:18]=[CH:17][C:15]([CH3:16])=[CH:14][CH:13]=2)(=[O:10])=[O:11])[CH:6]=1. The yield is 0.450. (3) The reactants are [C:1]1([NH2:11])[C:10]2[C:5](=[CH:6][CH:7]=[CH:8][CH:9]=2)[CH:4]=[CH:3][CH:2]=1.[C:12]1(=[O:18])[O:17][C:15](=[O:16])[CH2:14][CH2:13]1. The catalyst is O1CCOCC1. The product is [C:1]1([NH:11][C:12](=[O:18])[CH2:13][CH2:14][C:15]([OH:17])=[O:16])[C:10]2[C:5](=[CH:6][CH:7]=[CH:8][CH:9]=2)[CH:4]=[CH:3][CH:2]=1. The yield is 0.930. (4) The reactants are [Cl:1][C:2]1[CH:10]=[CH:9][C:8]([CH3:11])=[CH:7][C:3]=1[C:4]([OH:6])=[O:5].OS(O)(=O)=O.[CH2:17](O)[CH3:18]. No catalyst specified. The product is [Cl:1][C:2]1[CH:10]=[CH:9][C:8]([CH3:11])=[CH:7][C:3]=1[C:4]([O:6][CH2:17][CH3:18])=[O:5]. The yield is 0.960. (5) The reactants are [CH:1]1([CH2:6][C@H:7]([C:11]2[CH:16]=[CH:15][C:14]([S:17]([CH3:20])(=[O:19])=[O:18])=[C:13]([O:21][CH3:22])[CH:12]=2)[C:8]([OH:10])=O)[CH2:5][CH2:4][CH2:3][CH2:2]1.C(Cl)(=O)C(Cl)=O.[NH2:29][C:30]1[CH:34]=[CH:33][N:32]([CH2:35][C:36]([CH3:39])([OH:38])[CH3:37])[N:31]=1.N1C(C)=CC=CC=1C. The catalyst is C(Cl)Cl.CN(C)C=O. The product is [CH:1]1([CH2:6][C@H:7]([C:11]2[CH:16]=[CH:15][C:14]([S:17]([CH3:20])(=[O:18])=[O:19])=[C:13]([O:21][CH3:22])[CH:12]=2)[C:8]([NH:29][C:30]2[CH:34]=[CH:33][N:32]([CH2:35][C:36]([OH:38])([CH3:37])[CH3:39])[N:31]=2)=[O:10])[CH2:2][CH2:3][CH2:4][CH2:5]1. The yield is 0.730. (6) The reactants are [CH2:1]([O:8][C:9]1[C:14](=[O:15])[N:13]2[CH2:16][CH2:17][N:18]([CH:19]([CH3:21])[CH3:20])[C:12]2=[N:11][C:10]=1[C:22](O)=[O:23])[C:2]1[CH:7]=[CH:6][CH:5]=[CH:4][CH:3]=1.FC(F)(F)C(O)=O.[NH2:32][CH2:33][C:34]1[CH:43]=[CH:42][C:41]([F:44])=[CH:40][C:35]=1[C:36]([NH:38][CH3:39])=[O:37]. No catalyst specified. The product is [F:44][C:41]1[CH:42]=[CH:43][C:34]([CH2:33][NH:32][C:22]([C:10]2[N:11]=[C:12]3[N:18]([CH:19]([CH3:20])[CH3:21])[CH2:17][CH2:16][N:13]3[C:14](=[O:15])[C:9]=2[O:8][CH2:1][C:2]2[CH:7]=[CH:6][CH:5]=[CH:4][CH:3]=2)=[O:23])=[C:35]([C:36](=[O:37])[NH:38][CH3:39])[CH:40]=1. The yield is 0.720.